This data is from Reaction yield outcomes from USPTO patents with 853,638 reactions. The task is: Predict the reaction yield, written as a fraction of the theoretical maximum amount of product (1.0 means a 100% yield; for example, 0.34 means a 34% yield). The reactants are [Cl:1][C:2]1[CH:16]=[C:15]([CH2:17][N:18]2[CH2:22][CH2:21][CH:20]([C:23]3[CH:28]=[CH:27][CH:26]=[CH:25][CH:24]=3)[CH2:19]2)[CH:14]=[CH:13][C:3]=1[O:4][C:5]1[CH:12]=[CH:11][C:8]([C:9]#[N:10])=[CH:7][N:6]=1.C(=O)([O-])[O-:30].[K+].[K+].OO. The catalyst is CS(C)=O. The product is [Cl:1][C:2]1[CH:16]=[C:15]([CH2:17][N:18]2[CH2:22][CH2:21][CH:20]([C:23]3[CH:28]=[CH:27][CH:26]=[CH:25][CH:24]=3)[CH2:19]2)[CH:14]=[CH:13][C:3]=1[O:4][C:5]1[CH:12]=[CH:11][C:8]([C:9]([NH2:10])=[O:30])=[CH:7][N:6]=1. The yield is 0.610.